From a dataset of Reaction yield outcomes from USPTO patents with 853,638 reactions. Predict the reaction yield, written as a fraction of the theoretical maximum amount of product (1.0 means a 100% yield; for example, 0.34 means a 34% yield). (1) The reactants are [Cl:1][C:2](Cl)([O:4]C(=O)OC(Cl)(Cl)Cl)Cl.[CH3:13][S:14]([N:17]1[CH2:22][CH2:21][NH:20][CH2:19][C@H:18]1[CH3:23])(=[O:16])=[O:15].N1C=CC=CC=1. The catalyst is C(Cl)Cl. The product is [CH3:13][S:14]([N:17]1[CH2:22][CH2:21][N:20]([C:2]([Cl:1])=[O:4])[CH2:19][C@H:18]1[CH3:23])(=[O:15])=[O:16]. The yield is 0.710. (2) The reactants are Cl[C:2]1[N:3]=[C:4]([NH:17][CH2:18][CH2:19][CH3:20])[C:5]2[N:11]=[C:10](Cl)[N:9]=[C:8]([NH:13][CH2:14][CH2:15][CH3:16])[C:6]=2[N:7]=1.[CH:21]1([CH2:24][NH2:25])[CH2:23][CH2:22]1.O. The catalyst is CS(C)=O. The product is [CH:21]1([CH2:24][NH:25][C:2]2[N:3]=[C:4]([NH:17][CH2:18][CH2:19][CH3:20])[C:5]3[N:11]=[C:10]([NH:25][CH2:24][CH:21]4[CH2:23][CH2:22]4)[N:9]=[C:8]([NH:13][CH2:14][CH2:15][CH3:16])[C:6]=3[N:7]=2)[CH2:23][CH2:22]1. The yield is 0.880. (3) The reactants are C([O-])([O-])=O.[K+].[K+].Br[C:8]1[CH:13]=[CH:12][CH:11]=[CH:10][CH:9]=1.C(OC(=O)CC(C)=O)(C)(C)C.[CH2:25]([NH2:32])[C:26]1[CH:31]=[CH:30][CH:29]=[CH:28][CH:27]=1.C(OCCCCCC)CCCCC. The catalyst is Cl[Cu].CN1C(=O)CCC1. The product is [C:8]1([NH:32][CH2:25][C:26]2[CH:31]=[CH:30][CH:29]=[CH:28][CH:27]=2)[CH:13]=[CH:12][CH:11]=[CH:10][CH:9]=1. The yield is 0.410. (4) The reactants are [C:1]([C:3]1[CH:19]=[CH:18][C:6]([CH2:7][O:8][C@@H:9]2[CH2:12][C@H:11]([C:13]([O:15]CC)=[O:14])[CH2:10]2)=[CH:5][CH:4]=1)#[N:2].[OH-].[Na+]. The catalyst is O1CCOCC1. The product is [C:1]([C:3]1[CH:4]=[CH:5][C:6]([CH2:7][O:8][C@@H:9]2[CH2:12][C@H:11]([C:13]([OH:15])=[O:14])[CH2:10]2)=[CH:18][CH:19]=1)#[N:2]. The yield is 0.600. (5) The reactants are [Cl:1][C:2]1[CH:15]=[CH:14][C:5]([NH:6]C(OC(C)(C)C)=O)=[CH:4][CH:3]=1.[Cl:16][C:17]1[CH:25]=[CH:24][CH:23]=[C:22]([F:26])[C:18]=1[C:19](Cl)=[O:20]. No catalyst specified. The product is [NH2:6][C:5]1[CH:4]=[CH:3][C:2]([Cl:1])=[CH:15][C:14]=1[C:19]([C:18]1[C:22]([F:26])=[CH:23][CH:24]=[CH:25][C:17]=1[Cl:16])=[O:20]. The yield is 0.420. (6) The reactants are C(OC(=O)[N:7]([CH2:35][C:36]1[CH:41]=[CH:40][C:39]([Cl:42])=[CH:38][CH:37]=1)[C:8]1[S:9][C:10]([CH:14](O)[C:15]2[C:23]3[C:18](=[N:19][CH:20]=[CH:21][CH:22]=3)[N:17]([Si](C(C)C)(C(C)C)C(C)C)[CH:16]=2)=[C:11]([Cl:13])[N:12]=1)(C)(C)C.C([SiH](CC)CC)C.FC(F)(F)C(O)=O.O. The catalyst is C(#N)C. The product is [Cl:42][C:39]1[CH:40]=[CH:41][C:36]([CH2:35][NH:7][C:8]2[S:9][C:10]([CH2:14][C:15]3[C:23]4[C:18](=[N:19][CH:20]=[CH:21][CH:22]=4)[NH:17][CH:16]=3)=[C:11]([Cl:13])[N:12]=2)=[CH:37][CH:38]=1. The yield is 0.140.